From a dataset of Forward reaction prediction with 1.9M reactions from USPTO patents (1976-2016). Predict the product of the given reaction. Given the reactants Br[C:2]1[CH:3]=[C:4]2[C:9](=[C:10]([O:12][CH2:13][O:14][CH2:15][CH2:16][Si:17]([CH3:20])([CH3:19])[CH3:18])[CH:11]=1)[N:8]=[CH:7][N:6]([CH2:21][O:22][CH2:23][CH2:24][Si:25]([CH3:28])([CH3:27])[CH3:26])[C:5]2=[O:29].[F:30][C:31]1[CH:36]=[CH:35][C:34](B(O)O)=[CH:33][CH:32]=1.C1C2C(=CC=CC=2)CCC=1B(O)O.C(=O)([O-])[O-].[K+].[K+], predict the reaction product. The product is: [F:30][C:31]1[CH:36]=[CH:35][C:34]([C:2]2[CH:3]=[C:4]3[C:9](=[C:10]([O:12][CH2:13][O:14][CH2:15][CH2:16][Si:17]([CH3:20])([CH3:19])[CH3:18])[CH:11]=2)[N:8]=[CH:7][N:6]([CH2:21][O:22][CH2:23][CH2:24][Si:25]([CH3:28])([CH3:27])[CH3:26])[C:5]3=[O:29])=[CH:33][CH:32]=1.